From a dataset of Forward reaction prediction with 1.9M reactions from USPTO patents (1976-2016). Predict the product of the given reaction. (1) Given the reactants C(=O)(O)O.[NH2:5][C:6]([NH2:8])=[NH:7].C([O:11][C:12]([CH:14]([C:28](=O)[CH3:29])[CH2:15][C:16]1[CH:25]=[CH:24][C:19]([C:20]([O:22][CH3:23])=[O:21])=[CH:18][C:17]=1[O:26][CH3:27])=O)C, predict the reaction product. The product is: [NH2:7][C:6]1[N:8]=[C:12]([OH:11])[C:14]([CH2:15][C:16]2[CH:25]=[CH:24][C:19]([C:20]([O:22][CH3:23])=[O:21])=[CH:18][C:17]=2[O:26][CH3:27])=[C:28]([CH3:29])[N:5]=1. (2) Given the reactants Cl[CH2:2][CH2:3][C:4]([C:9]1[CH:14]=[CH:13][C:12]([F:15])=[CH:11][CH:10]=1)([OH:8])[CH2:5][CH:6]=[CH2:7].[N:16]([C@@H:19]([CH3:24])[C:20]([CH3:23])([CH3:22])[CH3:21])=[C:17]=[O:18].C1CCN2C(=NCCC2)CC1, predict the reaction product. The product is: [CH2:5]([C:4]1([C:9]2[CH:14]=[CH:13][C:12]([F:15])=[CH:11][CH:10]=2)[O:8][C:17](=[O:18])[N:16]([C@H:19]([C:20]([CH3:23])([CH3:22])[CH3:21])[CH3:24])[CH2:2][CH2:3]1)[CH:6]=[CH2:7]. (3) Given the reactants Cl[C:2]1[C:3](=[O:15])[N:4]([C@@H:9]([CH:12]2[CH2:14][CH2:13]2)[CH2:10][CH3:11])[CH:5]=[C:6]([Cl:8])[N:7]=1.Cl.[CH3:17][O:18][C:19]1[CH:20]=[C:21]2[C:25](=[C:26]([CH3:28])[CH:27]=1)[NH:24][CH2:23][CH2:22]2, predict the reaction product. The product is: [Cl:8][C:6]1[N:7]=[C:2]([N:24]2[C:25]3[C:21](=[CH:20][C:19]([O:18][CH3:17])=[CH:27][C:26]=3[CH3:28])[CH2:22][CH2:23]2)[C:3](=[O:15])[N:4]([C@@H:9]([CH:12]2[CH2:14][CH2:13]2)[CH2:10][CH3:11])[CH:5]=1.